This data is from Forward reaction prediction with 1.9M reactions from USPTO patents (1976-2016). The task is: Predict the product of the given reaction. (1) Given the reactants [Cl:1][C:2]1[CH:7]=[CH:6][N:5]=[C:4]([F:8])[CH:3]=1.[Li+].CC([N-]C(C)C)C.[Cl:17][CH2:18][CH2:19][CH2:20]I, predict the reaction product. The product is: [Cl:1][C:2]1[CH:7]=[CH:6][N:5]=[C:4]([F:8])[C:3]=1[CH2:20][CH2:19][CH2:18][Cl:17]. (2) Given the reactants [C:1]([O:5][C:6](=[O:27])[C:7]([O:10][C:11]1[CH:16]=[CH:15][C:14]([CH2:17][CH2:18][CH2:19][CH:20]2[C:24](=[O:25])[NH:23][C:22](=[O:26])[NH:21]2)=[CH:13][CH:12]=1)([CH3:9])[CH3:8])([CH3:4])([CH3:3])[CH3:2].[CH3:28][C:29]1[CH:30]=[C:31]([CH:34]=[CH:35][C:36]=1[CH3:37])[CH2:32]Cl.[O-]S([O-])(=O)=O.[Mg+2].C([O-])([O-])=O.[K+].[K+], predict the reaction product. The product is: [C:1]([O:5][C:6](=[O:27])[C:7]([O:10][C:11]1[CH:16]=[CH:15][C:14]([CH2:17][CH2:18][CH2:19][CH:20]2[C:24](=[O:25])[N:23]([CH2:32][C:31]3[CH:34]=[CH:35][C:36]([CH3:37])=[C:29]([CH3:28])[CH:30]=3)[C:22](=[O:26])[NH:21]2)=[CH:13][CH:12]=1)([CH3:9])[CH3:8])([CH3:2])([CH3:3])[CH3:4]. (3) Given the reactants C([O:8][C@H:9]1[C@H:14]([O:15]CC2C=CC=CC=2)[C@@H:13]([O:23]CC2C=CC=CC=2)[C:12]([C:33]2[CH:38]=[CH:37][C:36]([CH:39]3[CH2:41][CH2:40]3)=[C:35]([CH2:42][C:43]3[CH:52]=[CH:51][C:46]4[O:47][CH2:48][CH2:49][O:50][C:45]=4[CH:44]=3)[CH:34]=2)([O:31]C)[O:11][C:10]1([CH2:55][OH:56])[CH2:53]O)C1C=CC=CC=1, predict the reaction product. The product is: [CH:39]1([C:36]2[CH:37]=[CH:38][C:33]([C@@:12]34[O:11][C@@:10]([CH2:55][OH:56])([CH2:53][O:31]3)[C@@H:9]([OH:8])[C@H:14]([OH:15])[C@H:13]4[OH:23])=[CH:34][C:35]=2[CH2:42][C:43]2[CH:52]=[CH:51][C:46]3[O:47][CH2:48][CH2:49][O:50][C:45]=3[CH:44]=2)[CH2:40][CH2:41]1. (4) The product is: [N+:8]([C:5]1[CH:6]=[CH:7][C:2]([N:14]2[CH2:15][CH2:16][N:11]([C:17]3[N:18]=[CH:19][CH:20]=[CH:21][N:22]=3)[CH2:12][CH2:13]2)=[N:3][CH:4]=1)([O-:10])=[O:9]. Given the reactants Cl[C:2]1[CH:7]=[CH:6][C:5]([N+:8]([O-:10])=[O:9])=[CH:4][N:3]=1.[N:11]1([C:17]2[N:22]=[CH:21][CH:20]=[CH:19][N:18]=2)[CH2:16][CH2:15][NH:14][CH2:13][CH2:12]1.C(N(C(C)C)CC)(C)C, predict the reaction product. (5) Given the reactants [CH2:1]([NH2:5])[CH2:2][CH2:3][CH3:4].CCN([CH2:11][CH3:12])CC.[P:13](Cl)([C:20]1[CH:25]=[CH:24][CH:23]=[CH:22][CH:21]=1)[C:14]1[CH:19]=[CH:18][CH:17]=[CH:16][CH:15]=1, predict the reaction product. The product is: [P:13]([N:5]([P:13]([C:12]1[CH:11]=[CH:25][CH:20]=[CH:21][CH:22]=1)[C:14]1[CH:19]=[CH:18][CH:17]=[CH:16][CH:15]=1)[CH2:1][CH2:2][CH2:3][CH3:4])([C:20]1[CH:25]=[CH:24][CH:23]=[CH:22][CH:21]=1)[C:14]1[CH:19]=[CH:18][CH:17]=[CH:16][CH:15]=1. (6) Given the reactants [Br:1][C:2]1[CH:10]=[CH:9][C:8]([C:11]([F:14])([F:13])[F:12])=[CH:7][C:3]=1[C:4]([OH:6])=O.C([O:17][C:18](=[O:40])[C:19]([O:22][C:23]1[CH:28]=[CH:27][C:26]([O:29][C:30]2[CH:35]=[CH:34][CH:33]=[C:32]([CH2:36][NH2:37])[CH:31]=2)=[CH:25][C:24]=1[CH2:38]C)([CH3:21])[CH3:20])C, predict the reaction product. The product is: [Br:1][C:2]1[CH:10]=[CH:9][C:8]([C:11]([F:14])([F:13])[F:12])=[CH:7][C:3]=1[C:4]([NH:37][CH2:36][C:32]1[CH:31]=[C:30]([CH:35]=[CH:34][CH:33]=1)[O:29][C:26]1[CH:27]=[CH:28][C:23]([O:22][C:19]([CH3:21])([CH3:20])[C:18]([OH:40])=[O:17])=[C:24]([CH3:38])[CH:25]=1)=[O:6]. (7) Given the reactants Br[C:2]1[CH:3]=[C:4]([S:8]([NH:11][C:12]2[CH:20]=[CH:19][C:15]([C:16]([OH:18])=[O:17])=[C:14]([OH:21])[CH:13]=2)(=[O:10])=[O:9])[CH:5]=[CH:6][CH:7]=1.[CH2:22]([O:24][C:25]1[CH:26]=[C:27](B(O)O)[CH:28]=[CH:29][CH:30]=1)[CH3:23].C([O-])([O-])=O.[K+].[K+].C(Cl)Cl, predict the reaction product. The product is: [CH2:22]([O:24][C:25]1[CH:30]=[C:29]([C:2]2[CH:7]=[CH:6][CH:5]=[C:4]([S:8]([NH:11][C:12]3[CH:20]=[CH:19][C:15]([C:16]([OH:18])=[O:17])=[C:14]([OH:21])[CH:13]=3)(=[O:10])=[O:9])[CH:3]=2)[CH:28]=[CH:27][CH:26]=1)[CH3:23]. (8) Given the reactants [NH2:1][C:2]1[N:7]=[C:6]([C:8]2[O:9][CH:10]=[CH:11][CH:12]=2)[C:5]([C:13]2[CH:14]=[CH:15][C:16](=[O:19])[NH:17][CH:18]=2)=[C:4]([C:20]2[O:21][CH:22]=[CH:23][CH:24]=2)[N:3]=1.I[CH2:26][CH2:27][CH2:28][OH:29], predict the reaction product. The product is: [NH2:1][C:2]1[N:3]=[C:4]([C:20]2[O:21][CH:22]=[CH:23][CH:24]=2)[C:5]([C:13]2[CH:14]=[CH:15][C:16](=[O:19])[N:17]([CH2:26][CH2:27][CH2:28][OH:29])[CH:18]=2)=[C:6]([C:8]2[O:9][CH:10]=[CH:11][CH:12]=2)[N:7]=1. (9) Given the reactants CC([N:5]([CH:9]1[CH2:14][CH2:13][N:12]([CH2:15][CH:16]2[C:20]3=[C:21]([Cl:29])[CH:22]=[N:23][C:24]4[CH:25]=[CH:26][C:27](=[O:28])[N:18]([C:19]=43)[CH2:17]2)[CH2:11][CH2:10]1)C(=O)[O-])(C)C.FC(F)(F)C(O)=O, predict the reaction product. The product is: [NH2:5][CH:9]1[CH2:14][CH2:13][N:12]([CH2:15][CH:16]2[C:20]3=[C:21]([Cl:29])[CH:22]=[N:23][C:24]4[CH:25]=[CH:26][C:27](=[O:28])[N:18]([C:19]=43)[CH2:17]2)[CH2:11][CH2:10]1. (10) Given the reactants [Cl:1][C:2]1[CH:11]=[C:10]2[C:5]([CH2:6][CH2:7][NH:8][C:9]2=[O:12])=[CH:4][C:3]=1[O:13][CH3:14].I[C:16]1[CH:17]=[N:18][CH:19]=[CH:20][C:21]=1[CH3:22].P([O-])([O-])([O-])=O.[K+].[K+].[K+], predict the reaction product. The product is: [Cl:1][C:2]1[CH:11]=[C:10]2[C:5]([CH2:6][CH2:7][N:8]([C:16]3[CH:17]=[N:18][CH:19]=[CH:20][C:21]=3[CH3:22])[C:9]2=[O:12])=[CH:4][C:3]=1[O:13][CH3:14].